This data is from Forward reaction prediction with 1.9M reactions from USPTO patents (1976-2016). The task is: Predict the product of the given reaction. Given the reactants C([O:3][C:4]([C:6]1[CH:7]=[N:8][N:9]([C:15]([CH3:18])([CH3:17])[CH3:16])[C:10]=1[CH2:11][O:12][CH2:13][CH3:14])=[O:5])C.O.[OH-].[Li+].[OH-].[Na+], predict the reaction product. The product is: [C:15]([N:9]1[C:10]([CH2:11][O:12][CH2:13][CH3:14])=[C:6]([C:4]([OH:5])=[O:3])[CH:7]=[N:8]1)([CH3:16])([CH3:17])[CH3:18].